Dataset: Drug-induced liver injury (DILI) classification data. Task: Regression/Classification. Given a drug SMILES string, predict its toxicity properties. Task type varies by dataset: regression for continuous values (e.g., LD50, hERG inhibition percentage) or binary classification for toxic/non-toxic outcomes (e.g., AMES mutagenicity, cardiotoxicity, hepatotoxicity). Dataset: dili. (1) The result is 1 (causes liver injury). The compound is NS(=O)(=O)c1cc2c(cc1Cl)NCNS2(=O)=O. (2) The compound is CCCCC(CC)COC(=O)CC(C(=O)OCC(CC)CCCC)S(=O)(=O)[O-].[Na+]. The result is 0 (no liver injury).